Dataset: Forward reaction prediction with 1.9M reactions from USPTO patents (1976-2016). Task: Predict the product of the given reaction. (1) Given the reactants [F:1][C:2]1[CH:7]=[C:6]([I:8])[CH:5]=[CH:4][C:3]=1[NH:9][C:10]1[N:15]([CH3:16])[C:14](=[O:17])[C:13]2[N:18]=[CH:19][S:20][C:12]=2[C:11]=1[C:21]([O:23]C)=[O:22].CO.O.C([O-])([O-])=O.[K+].[K+], predict the reaction product. The product is: [F:1][C:2]1[CH:7]=[C:6]([I:8])[CH:5]=[CH:4][C:3]=1[NH:9][C:10]1[N:15]([CH3:16])[C:14](=[O:17])[C:13]2[N:18]=[CH:19][S:20][C:12]=2[C:11]=1[C:21]([OH:23])=[O:22]. (2) Given the reactants [NH2:1][C:2]1[N:7]=[CH:6][N:5]=[C:4]2[N:8]([CH:20]3[CH2:25][CH2:24][N:23](C(OC(C)(C)C)=O)[CH2:22][CH2:21]3)[N:9]=[C:10]([C:11]3[CH:16]=[CH:15][C:14]([NH2:17])=[C:13]([O:18][CH3:19])[CH:12]=3)[C:3]=12.[O:33]1[C:37]2[CH:38]=[CH:39][CH:40]=[CH:41][C:36]=2[CH:35]=[C:34]1[CH:42]=O.[C:44]([O:47][BH-]([O:47][C:44](=[O:46])[CH3:45])[O:47][C:44](=[O:46])[CH3:45])(=[O:46])[CH3:45].[Na+].[C:58]([OH:61])(=[O:60])[CH3:59], predict the reaction product. The product is: [C:44]([OH:47])(=[O:46])[CH3:45].[C:58]([OH:61])(=[O:60])[CH3:59].[O:33]1[C:34]([CH2:42][NH:17][C:14]2[CH:15]=[CH:16][C:11]([C:10]3[C:3]4[C:4](=[N:5][CH:6]=[N:7][C:2]=4[NH2:1])[N:8]([CH:20]4[CH2:21][CH2:22][NH:23][CH2:24][CH2:25]4)[N:9]=3)=[CH:12][C:13]=2[O:18][CH3:19])=[CH:35][C:36]2[CH:41]=[CH:40][CH:39]=[CH:38][C:37]1=2.